Task: Predict which catalyst facilitates the given reaction.. Dataset: Catalyst prediction with 721,799 reactions and 888 catalyst types from USPTO (1) Reactant: [CH3:1][O:2][C:3]1[CH:8]=[CH:7][C:6]([C:9]2[N:10]=[CH:11][C:12](N)=[N:13][CH:14]=2)=[CH:5][CH:4]=1.N(OC(C)(C)C)=O.[I:23]I. Product: [I:23][C:12]1[CH:11]=[N:10][C:9]([C:6]2[CH:7]=[CH:8][C:3]([O:2][CH3:1])=[CH:4][CH:5]=2)=[CH:14][N:13]=1. The catalyst class is: 53. (2) Reactant: C(OC(=O)[NH:7][CH:8]1[CH2:13][C@@H:12]([C:14]2[CH:19]=[C:18]([F:20])[CH:17]=[C:16]([F:21])[C:15]=2[F:22])[C@@H:11]([CH3:23])[N:10]([CH2:24][C:25]([F:28])([F:27])[F:26])[C:9]1=[O:29])(C)(C)C.O.C1(C)C=CC(S(O)(=O)=O)=CC=1.C(=O)([O-])[O-].[K+].[K+]. Product: [NH2:7][CH:8]1[CH2:13][C@@H:12]([C:14]2[CH:19]=[C:18]([F:20])[CH:17]=[C:16]([F:21])[C:15]=2[F:22])[C@@H:11]([CH3:23])[N:10]([CH2:24][C:25]([F:28])([F:27])[F:26])[C:9]1=[O:29]. The catalyst class is: 6. (3) Reactant: Cl[C:2]1[C:11]2[N:12]=[CH:13][N:14]([CH2:15][C:16]3[O:20][N:19]=[C:18]([C:21]4[CH:26]=[CH:25][C:24]([F:27])=[CH:23][CH:22]=4)[CH:17]=3)[C:10]=2[C:9]2[CH:8]=[CH:7][CH:6]=[CH:5][C:4]=2[N:3]=1.[NH3:28]. The catalyst class is: 5. Product: [F:27][C:24]1[CH:25]=[CH:26][C:21]([C:18]2[CH:17]=[C:16]([CH2:15][N:14]3[C:10]4[C:9]5[CH:8]=[CH:7][CH:6]=[CH:5][C:4]=5[N:3]=[C:2]([NH2:28])[C:11]=4[N:12]=[CH:13]3)[O:20][N:19]=2)=[CH:22][CH:23]=1. (4) Reactant: [NH2:1][C:2]1[C:10]([NH2:11])=[CH:9][CH:8]=[CH:7][C:3]=1[C:4]([OH:6])=[O:5].[Cl:12][CH2:13][C:14](O)=O. Product: [ClH:12].[Cl:12][CH2:13][C:14]1[NH:11][C:10]2[CH:9]=[CH:8][CH:7]=[C:3]([C:4]([OH:6])=[O:5])[C:2]=2[N:1]=1. The catalyst class is: 33. (5) Reactant: C([O-])([O-])=O.[K+].[K+].[NH2:7][C:8]1[CH:9]=[C:10]([SH:14])[CH:11]=[CH:12][CH:13]=1.Cl[C:16]1[CH:21]=[CH:20][C:19]([N+:22]([O-:24])=[O:23])=[C:18]([CH:25]([O:28][CH3:29])[O:26][CH3:27])[CH:17]=1.O. Product: [CH3:29][O:28][CH:25]([O:26][CH3:27])[C:18]1[CH:17]=[C:16]([S:14][C:10]2[CH:9]=[C:8]([NH2:7])[CH:13]=[CH:12][CH:11]=2)[CH:21]=[CH:20][C:19]=1[N+:22]([O-:24])=[O:23]. The catalyst class is: 44.